Dataset: Reaction yield outcomes from USPTO patents with 853,638 reactions. Task: Predict the reaction yield, written as a fraction of the theoretical maximum amount of product (1.0 means a 100% yield; for example, 0.34 means a 34% yield). (1) The catalyst is C1(C)C=CC=CC=1. The yield is 0.490. The reactants are [OH:1][C:2]1[CH:3]=[C:4]([CH:10]=[CH:11][C:12]=1[OH:13])[C:5]([O:7][CH2:8][CH3:9])=[O:6].CO[C:16](OC)([CH3:18])[CH3:17].C1(C)C=CC(S(O)(=O)=O)=CC=1. The product is [CH3:17][C:16]1([CH3:18])[O:13][C:12]2[CH:11]=[CH:10][C:4]([C:5]([O:7][CH2:8][CH3:9])=[O:6])=[CH:3][C:2]=2[O:1]1. (2) The reactants are C([Li])CCC.Br[C:7]1[CH:12]=[CH:11][CH:10]=[C:9](Br)[C:8]=1[O:14][CH2:15][CH2:16]Br.[S:18](=[O:20])=[O:19].[Cl:21]NC(=O)CCC(N)=O. The catalyst is O1CCCC1.CCCCCC.ClCCl. The product is [O:14]1[C:8]2[C:9]([S:18]([Cl:21])(=[O:20])=[O:19])=[CH:10][CH:11]=[CH:12][C:7]=2[CH2:16][CH2:15]1. The yield is 0.510. (3) The reactants are [C@@H:1]1([N:9]2[CH:16]=[CH:15][C:13](=O)[NH:12][C:10]2=[O:11])[O:8][C@H:5]([CH2:6][OH:7])[C@@H:3]([OH:4])[CH2:2]1.C[N:18](C)C=O. No catalyst specified. The product is [C@@H:1]1([N:9]2[CH:16]=[CH:15][C:13]([NH2:18])=[N:12][C:10]2=[O:11])[O:8][C@H:5]([CH2:6][OH:7])[C@@H:3]([OH:4])[CH2:2]1. The yield is 0.713. (4) The reactants are [O:1]1[C:5]2([CH2:10][CH2:9][CH:8]([C:11]([O:13][CH2:14][CH3:15])=[O:12])[CH2:7][CH2:6]2)[O:4][CH2:3][CH2:2]1.C[Si]([N-][Si](C)(C)C)(C)C.[K+].[CH2:37](C(OC(Cl)[CH2:37][C:38]1[CH:43]=[CH:42][CH:41]=[CH:40][CH:39]=1)Cl)[C:38]1[CH:43]=[CH:42][CH:41]=[CH:40][CH:39]=1.[Cl-].[NH4+].[O:47]1CCC[CH2:48]1. No catalyst specified. The product is [CH2:37]([O:47][CH2:48][C:8]1([C:11]([O:13][CH2:14][CH3:15])=[O:12])[CH2:9][CH2:10][C:5]2([O:4][CH2:3][CH2:2][O:1]2)[CH2:6][CH2:7]1)[C:38]1[CH:39]=[CH:40][CH:41]=[CH:42][CH:43]=1. The yield is 0.360.